Task: Predict the reactants needed to synthesize the given product.. Dataset: Full USPTO retrosynthesis dataset with 1.9M reactions from patents (1976-2016) (1) Given the product [CH:34]([N:29]1[C:28]([C:22]2[N:21]=[C:20]3[N:24]([CH2:25][CH2:26][O:27][C:18]4[CH:17]=[C:16]([O:15][C:11]([CH3:14])([CH2:10][CH2:9][OH:8])[CH2:12][OH:13])[CH:38]=[CH:37][C:19]=43)[CH:23]=2)=[N:32][C:31]([CH3:33])=[N:30]1)([CH3:36])[CH3:35], predict the reactants needed to synthesize it. The reactants are: C([O:8][CH2:9][CH2:10][C:11]([O:15][C:16]1[CH:38]=[CH:37][C:19]2[C:20]3[N:24]([CH2:25][CH2:26][O:27][C:18]=2[CH:17]=1)[CH:23]=[C:22]([C:28]1[N:29]([CH:34]([CH3:36])[CH3:35])[N:30]=[C:31]([CH3:33])[N:32]=1)[N:21]=3)([CH3:14])[CH2:12][OH:13])C1C=CC=CC=1. (2) Given the product [C:9]([O:43][C:41]([NH:39][C:40]1[N:7]=[CH:6][C:5]([C:2]2[N:3]=[C:4]([N:21]3[CH2:26][CH2:25][O:24][CH2:23][CH2:22]3)[C:5]3[N:11]=[CH:10][C:9]([C:12]4[O:16][C:15]([C:17]([O:19][CH3:20])=[O:18])=[CH:14][CH:13]=4)=[CH:8][C:6]=3[N:7]=2)=[CH:4][N:3]=1)=[O:42])([CH3:12])([CH3:10])[CH3:8], predict the reactants needed to synthesize it. The reactants are: Cl[C:2]1[N:3]=[C:4]([N:21]2[CH2:26][CH2:25][O:24][CH2:23][CH2:22]2)[C:5]2[N:11]=[CH:10][C:9]([C:12]3[O:16][C:15]([C:17]([O:19][CH3:20])=[O:18])=[CH:14][CH:13]=3)=[CH:8][C:6]=2[N:7]=1.B(O)O.P([O-])([O-])([O-])=O.[K+].[K+].[K+].C[N:39]([CH:41]=[O:42])[CH3:40].[OH2:43].